Dataset: Catalyst prediction with 721,799 reactions and 888 catalyst types from USPTO. Task: Predict which catalyst facilitates the given reaction. (1) Reactant: [CH2:1]([NH:8][C:9]1[CH:10]=[CH:11][C:12]2[O:16][C:15]([CH:17]([NH:24][C:25]3[CH:30]=[CH:29][C:28]([C:31]([N:33]([CH3:41])[CH2:34][CH2:35][C:36]([O:38]CC)=[O:37])=[O:32])=[CH:27][CH:26]=3)[CH:18]3[CH2:23][CH2:22][CH2:21][CH2:20][CH2:19]3)=[C:14]([CH3:42])[C:13]=2[CH:43]=1)[C:2]1[CH:7]=[CH:6][CH:5]=[CH:4][CH:3]=1.O1CCCC1.[OH-].[Na+]. Product: [CH2:1]([NH:8][C:9]1[CH:10]=[CH:11][C:12]2[O:16][C:15]([CH:17]([NH:24][C:25]3[CH:26]=[CH:27][C:28]([C:31]([N:33]([CH3:41])[CH2:34][CH2:35][C:36]([OH:38])=[O:37])=[O:32])=[CH:29][CH:30]=3)[CH:18]3[CH2:19][CH2:20][CH2:21][CH2:22][CH2:23]3)=[C:14]([CH3:42])[C:13]=2[CH:43]=1)[C:2]1[CH:7]=[CH:6][CH:5]=[CH:4][CH:3]=1. The catalyst class is: 8. (2) Reactant: [H-].[Na+].[Br:3][C:4]1[CH:5]=[C:6]([N:10]2[CH2:14][CH2:13][CH2:12][C:11]2=[O:15])[CH:7]=[CH:8][CH:9]=1.[C:16](OCC)(=[O:22])[C:17]([O:19][CH2:20][CH3:21])=[O:18].C(O)(=O)C. Product: [Br:3][C:4]1[CH:5]=[C:6]([N:10]2[CH2:14][CH2:13][CH:12]([C:16](=[O:22])[C:17]([O:19][CH2:20][CH3:21])=[O:18])[C:11]2=[O:15])[CH:7]=[CH:8][CH:9]=1. The catalyst class is: 49. (3) Reactant: [CH3:1][C:2]1[CH:7]=[CH:6][C:5]([NH:8][C:9](=[O:15])[O:10][C:11]([CH3:14])([CH3:13])[CH3:12])=[CH:4][C:3]=1[O:16][C:17]1[CH:18]=[N:19][C:20]([N+:23]([O-])=O)=[CH:21][CH:22]=1. Product: [NH2:23][C:20]1[N:19]=[CH:18][C:17]([O:16][C:3]2[CH:4]=[C:5]([NH:8][C:9](=[O:15])[O:10][C:11]([CH3:13])([CH3:12])[CH3:14])[CH:6]=[CH:7][C:2]=2[CH3:1])=[CH:22][CH:21]=1. The catalyst class is: 129. (4) Reactant: [H-].[Na+].O1CCC[CH2:4]1.[CH3:8][CH:9]([CH3:17])[CH2:10][C:11](=[O:16])[CH2:12][C:13](=[O:15])[CH3:14].IC. Product: [CH3:4][CH:12]([C:11](=[O:16])[CH2:10][CH:9]([CH3:17])[CH3:8])[C:13](=[O:15])[CH3:14]. The catalyst class is: 6. (5) Reactant: C(O)(=O)C.[NH2:5][CH2:6][C@@H:7]([C:9]1[CH:10]=[CH:11][C:12]([OH:20])=[C:13]([NH:15][S:16]([CH3:19])(=[O:18])=[O:17])[CH:14]=1)[OH:8].[O:21]=[C:22]1[N:26]([CH2:27][C:28]([O:30][C:31]([CH3:34])([CH3:33])[CH3:32])=[O:29])[C:25](=[O:35])[CH:24]([CH2:36][C:37]2[CH:42]=[CH:41][C:40]([N:43]3[CH2:48][CH2:47][C:46](=O)[CH2:45][CH2:44]3)=[CH:39][CH:38]=2)[S:23]1.C(O[BH-](OC(=O)C)OC(=O)C)(=O)C.[Na+]. Product: [C:31]([O:30][C:28](=[O:29])[CH2:27][N:26]1[C:25](=[O:35])[CH:24]([CH2:36][C:37]2[CH:42]=[CH:41][C:40]([N:43]3[CH2:44][CH2:45][CH:46]([NH:5][CH2:6][C@H:7]([OH:8])[C:9]4[CH:10]=[CH:11][C:12]([OH:20])=[C:13]([NH:15][S:16]([CH3:19])(=[O:18])=[O:17])[CH:14]=4)[CH2:47][CH2:48]3)=[CH:39][CH:38]=2)[S:23][C:22]1=[O:21])([CH3:34])([CH3:32])[CH3:33]. The catalyst class is: 3.